This data is from NCI-60 drug combinations with 297,098 pairs across 59 cell lines. The task is: Regression. Given two drug SMILES strings and cell line genomic features, predict the synergy score measuring deviation from expected non-interaction effect. (1) Drug 1: C1C(C(OC1N2C=NC3=C(N=C(N=C32)Cl)N)CO)O. Drug 2: C1CC(=O)NC(=O)C1N2C(=O)C3=CC=CC=C3C2=O. Cell line: SW-620. Synergy scores: CSS=40.3, Synergy_ZIP=0.0818, Synergy_Bliss=0.440, Synergy_Loewe=-40.9, Synergy_HSA=0.985. (2) Drug 1: C1CC(=O)NC(=O)C1N2C(=O)C3=CC=CC=C3C2=O. Drug 2: COC1=C2C(=CC3=C1OC=C3)C=CC(=O)O2. Cell line: HS 578T. Synergy scores: CSS=0.459, Synergy_ZIP=3.26, Synergy_Bliss=10.6, Synergy_Loewe=2.58, Synergy_HSA=2.49. (3) Drug 1: CC1C(C(=O)NC(C(=O)N2CCCC2C(=O)N(CC(=O)N(C(C(=O)O1)C(C)C)C)C)C(C)C)NC(=O)C3=C4C(=C(C=C3)C)OC5=C(C(=O)C(=C(C5=N4)C(=O)NC6C(OC(=O)C(N(C(=O)CN(C(=O)C7CCCN7C(=O)C(NC6=O)C(C)C)C)C)C(C)C)C)N)C. Drug 2: C1CN1C2=NC(=NC(=N2)N3CC3)N4CC4. Cell line: HCT116. Synergy scores: CSS=42.0, Synergy_ZIP=1.59, Synergy_Bliss=-1.00, Synergy_Loewe=0.539, Synergy_HSA=1.31. (4) Drug 1: CCC1=CC2CC(C3=C(CN(C2)C1)C4=CC=CC=C4N3)(C5=C(C=C6C(=C5)C78CCN9C7C(C=CC9)(C(C(C8N6C)(C(=O)OC)O)OC(=O)C)CC)OC)C(=O)OC.C(C(C(=O)O)O)(C(=O)O)O. Drug 2: C(CCl)NC(=O)N(CCCl)N=O. Cell line: CAKI-1. Synergy scores: CSS=35.8, Synergy_ZIP=-2.00, Synergy_Bliss=-2.76, Synergy_Loewe=-52.1, Synergy_HSA=-2.44. (5) Drug 1: CC12CCC3C(C1CCC2=O)CC(=C)C4=CC(=O)C=CC34C. Drug 2: CC1=C(C=C(C=C1)C(=O)NC2=CC(=CC(=C2)C(F)(F)F)N3C=C(N=C3)C)NC4=NC=CC(=N4)C5=CN=CC=C5. Cell line: SW-620. Synergy scores: CSS=41.5, Synergy_ZIP=1.66, Synergy_Bliss=-2.73, Synergy_Loewe=-5.49, Synergy_HSA=-5.57.